Dataset: Reaction yield outcomes from USPTO patents with 853,638 reactions. Task: Predict the reaction yield, written as a fraction of the theoretical maximum amount of product (1.0 means a 100% yield; for example, 0.34 means a 34% yield). (1) The product is [ClH:46].[F:1][C:2]1[C:7]([N:8]2[C:12]([S:13]([C:16]3[CH:21]=[CH:20][CH:19]=[C:18]([O:22][CH3:23])[CH:17]=3)(=[O:14])=[O:15])=[CH:11][C:10]([CH2:24][NH:25][CH3:26])=[N:9]2)=[CH:6][CH:5]=[CH:4][N:3]=1. The yield is 0.890. The catalyst is CC(O)C. The reactants are [F:1][C:2]1[C:7]([N:8]2[C:12]([S:13]([C:16]3[CH:21]=[CH:20][CH:19]=[C:18]([O:22][CH3:23])[CH:17]=3)(=[O:15])=[O:14])=[CH:11][C:10]([CH2:24][N:25](C)[C:26](=O)OC(C)(C)C)=[N:9]2)=[CH:6][CH:5]=[CH:4][N:3]=1.C(OCC)(=O)C.C(OCC)(=O)C.[ClH:46]. (2) The reactants are [CH:1]1([CH2:4][C@@H:5]2[NH:10][CH2:9][C@H:8]([C:11]3[CH:16]=[CH:15][CH:14]=[CH:13][CH:12]=3)[NH:7][C:6]2=[O:17])[CH2:3][CH2:2]1.[F:18][C:19]1[CH:24]=[CH:23][C:22]([C:25]2[O:29][N:28]=[C:27]([C:30](O)=[O:31])[CH:26]=2)=[CH:21][CH:20]=1.C([C@@H]1N(C(=O)/C=C/C2C=CC=CC=2)C[C@H](CC(C)C)NC1=O)C(C)C. No catalyst specified. The product is [CH:1]1([CH2:4][C@@H:5]2[N:10]([C:30]([C:27]3[CH:26]=[C:25]([C:22]4[CH:23]=[CH:24][C:19]([F:18])=[CH:20][CH:21]=4)[O:29][N:28]=3)=[O:31])[CH2:9][C@H:8]([C:11]3[CH:12]=[CH:13][CH:14]=[CH:15][CH:16]=3)[NH:7][C:6]2=[O:17])[CH2:2][CH2:3]1. The yield is 0.800. (3) The reactants are [Br:1][C:2]1[CH:7]=[CH:6][C:5]([NH:8][C:9]2[N:14]3[CH:15]=[N:16][CH:17]=[C:13]3[CH:12]=[CH:11][C:10]=2[C:18]([OH:20])=O)=[C:4]([F:21])[CH:3]=1.[CH:22]([O:24][CH2:25][CH2:26][O:27][NH2:28])=[CH2:23].CCN=C=NCCCN(C)C.Cl.C1C=CC2N(O)N=NC=2C=1.CCN(C(C)C)C(C)C. The catalyst is CN(C=O)C. The product is [CH:22]([O:24][CH2:25][CH2:26][O:27][NH:28][C:18]([C:10]1[CH:11]=[CH:12][C:13]2[N:14]([CH:15]=[N:16][CH:17]=2)[C:9]=1[NH:8][C:5]1[CH:6]=[CH:7][C:2]([Br:1])=[CH:3][C:4]=1[F:21])=[O:20])=[CH2:23]. The yield is 0.530. (4) The reactants are Cl[C:2]1[C:7]([N+:8]([O-:10])=[O:9])=[CH:6][CH:5]=[CH:4][C:3]=1[N+:11]([O-:13])=[O:12].C(N(CC)CC)C.[NH2:21][CH2:22][CH:23]([OH:26])[CH2:24][OH:25]. The catalyst is O1CCCC1.O. The product is [N+:11]([C:3]1[CH:4]=[CH:5][CH:6]=[C:7]([N+:8]([O-:10])=[O:9])[C:2]=1[NH:21][CH2:22][CH:23]([OH:26])[CH2:24][OH:25])([O-:13])=[O:12]. The yield is 0.980. (5) The reactants are [C:1]([C:3]1[CH2:8][CH2:7][CH2:6][CH2:5][CH:4]=1)#[CH:2].C([Li])CCC.C1(C#C[Li])CCCCC=1.[Cl:23][CH2:24][C:25](Cl)=[O:26]. The catalyst is C1COCC1.CCCCCC.[Cl-].[Cl-].[Zn+2].C1C=CC([P]([Pd]([P](C2C=CC=CC=2)(C2C=CC=CC=2)C2C=CC=CC=2)([P](C2C=CC=CC=2)(C2C=CC=CC=2)C2C=CC=CC=2)[P](C2C=CC=CC=2)(C2C=CC=CC=2)C2C=CC=CC=2)(C2C=CC=CC=2)C2C=CC=CC=2)=CC=1.C(OCC)(=O)C. The product is [Cl:23][CH2:24][C:25](=[O:26])[C:2]#[C:1][C:3]1[CH2:8][CH2:7][CH2:6][CH2:5][CH:4]=1. The yield is 0.670. (6) The reactants are [Cl:1][C:2]1[CH:7]=[CH:6][C:5]([N:8]2[C:12]([CH:13]([CH:23]3[CH2:28][CH2:27][CH2:26][CH2:25][CH2:24]3)[C:14](NC3CCCCC3)=[O:15])=[C:11]3[CH2:29][CH2:30][CH2:31][C:10]3=[N:9]2)=[CH:4][CH:3]=1.[C:32]([O-])([O-])=[O:33].[K+].[K+].ClC1C=CC([N:45]2[C:49]([CH:50]([CH:57]3[CH2:62][CH2:61]CCC3)[CH2:51][O:52]S(C)(=O)=O)=C3CCCC3=N2)=CC=1.C(O)(=O)CC(CC(O)=O)(C(O)=O)O. The catalyst is CN(C=O)C.CCOC(C)=O. The product is [CH3:32][O:33][C:51](=[O:52])[C:50]1[CH:57]=[CH:62][C:61]([O:15][CH2:14][CH:13]([C:12]2[N:8]([C:5]3[CH:6]=[CH:7][C:2]([Cl:1])=[CH:3][CH:4]=3)[N:9]=[C:10]3[CH2:31][CH2:30][CH2:29][C:11]=23)[CH:23]2[CH2:28][CH2:27][CH2:26][CH2:25][CH2:24]2)=[N:45][CH:49]=1. The yield is 0.670. (7) The reactants are [Cl:1][C:2]1[CH:3]=[C:4]([NH2:12])[C:5]([NH2:11])=[CH:6][C:7]=1[N+:8]([O-:10])=[O:9].[C:13](C1NC=CN=1)(C1NC=CN=1)=[O:14]. The catalyst is C1COCC1. The product is [Cl:1][C:2]1[C:7]([N+:8]([O-:10])=[O:9])=[CH:6][C:5]2[NH:11][C:13](=[O:14])[NH:12][C:4]=2[CH:3]=1. The yield is 0.760.